From a dataset of Reaction yield outcomes from USPTO patents with 853,638 reactions. Predict the reaction yield, written as a fraction of the theoretical maximum amount of product (1.0 means a 100% yield; for example, 0.34 means a 34% yield). (1) The reactants are CO[C:3]1[CH:8]=[CH:7][C:6]([N:9]2[CH2:14][CH2:13][N:12]([C:15]3[C:16]([CH3:30])=[C:17]([CH3:29])[C:18]4[O:22][C:21]([CH2:24]C#N)([CH3:23])[CH2:20][C:19]=4[C:27]=3[CH3:28])[CH2:11][CH2:10]2)=[CH:5][CH:4]=1.[OH-:31].[Na+].[CH2:33](O)C.Cl.[C:37]([O:40]CC)(=[O:39])C. The catalyst is O. The product is [CH3:33][O:31][C:3]1[CH:4]=[CH:5][C:6]([N:9]2[CH2:10][CH2:11][N:12]([C:15]3[C:16]([CH3:30])=[C:17]([CH3:29])[C:18]4[O:22][C:21]([CH2:24][C:37]([OH:40])=[O:39])([CH3:23])[CH2:20][C:19]=4[C:27]=3[CH3:28])[CH2:13][CH2:14]2)=[CH:7][CH:8]=1. The yield is 0.550. (2) The reactants are [CH3:1][CH:2]([CH3:6])[C:3](Cl)=[O:4].[N:7]1([C:13]([N:15]2[CH2:20][CH2:19][N:18]([C:21]3[CH:26]=[CH:25][C:24]([O:27][CH2:28][CH2:29][CH2:30][N:31]4[CH2:36][CH2:35][CH2:34][CH2:33][CH2:32]4)=[CH:23][CH:22]=3)[CH2:17][CH2:16]2)=[O:14])[CH2:12][CH2:11][NH:10][CH2:9][CH2:8]1.C(N(CC)CC)C. The catalyst is ClCCl. The product is [CH3:1][CH:2]([CH3:6])[C:3]([N:10]1[CH2:11][CH2:12][N:7]([C:13]([N:15]2[CH2:20][CH2:19][N:18]([C:21]3[CH:22]=[CH:23][C:24]([O:27][CH2:28][CH2:29][CH2:30][N:31]4[CH2:32][CH2:33][CH2:34][CH2:35][CH2:36]4)=[CH:25][CH:26]=3)[CH2:17][CH2:16]2)=[O:14])[CH2:8][CH2:9]1)=[O:4]. The yield is 0.430. (3) The reactants are C(OC([N:6]1[CH2:11][CH2:10][N:9]([S:12]([C:15]2[CH:20]=[CH:19][C:18]([O:21][CH2:22][CH2:23][CH3:24])=[C:17]([C:25]3[NH:39][C:28]4[N:29]([CH2:36][CH2:37][CH3:38])[C:30](=[O:35])[N:31]([CH3:34])[C:32](=[O:33])[C:27]=4[CH:26]=3)[CH:16]=2)(=[O:14])=[O:13])[CH2:8][CH2:7]1)=O)C.[OH-].[K+]. The catalyst is C(O)(C)C. The product is [CH3:34][N:31]1[C:32](=[O:33])[C:27]2[CH:26]=[C:25]([C:17]3[CH:16]=[C:15]([S:12]([N:9]4[CH2:10][CH2:11][NH:6][CH2:7][CH2:8]4)(=[O:14])=[O:13])[CH:20]=[CH:19][C:18]=3[O:21][CH2:22][CH2:23][CH3:24])[NH:39][C:28]=2[N:29]([CH2:36][CH2:37][CH3:38])[C:30]1=[O:35]. The yield is 0.550. (4) The product is [CH2:1]([C:6]1[N:7]=[C:8]([C:11]2([NH2:12])[CH2:14][CH2:13]2)[S:9][CH:10]=1)[C:2]([CH3:5])([CH3:4])[CH3:3]. The reactants are [CH2:1]([C:6]1[N:7]=[C:8]([C:11]#[N:12])[S:9][CH:10]=1)[C:2]([CH3:5])([CH3:4])[CH3:3].[CH3:13][CH2:14][Mg+].[Br-].B(F)(F)F.CCOCC.Cl.[OH-].[Na+]. The yield is 0.780. The catalyst is CCOCC.C1COCC1.CC(C)[O-].CC(C)[O-].CC(C)[O-].CC(C)[O-].[Ti+4]. (5) The reactants are [CH:1]1([C:4]([CH:6](Cl)[C:7]2[CH:12]=[CH:11][CH:10]=[CH:9][C:8]=2[F:13])=[O:5])[CH2:3][CH2:2]1.C1(C)C=CC(S(O)(=O)=O)=CC=1.[O:26]=[C:27]1[S:35][C:34]2[CH2:33][CH2:32][NH:31][CH2:30][C:29]=2[CH2:28]1.C(=O)(O)[O-].[Na+].CN(C=O)C. The catalyst is [Br-].C([N+](CCCC)(CCCC)CCCC)CCC.[Br-].[K+].O.C(OCC)(=O)C. The product is [CH:1]1([C:4]([CH:6]([N:31]2[CH2:32][CH2:33][C:34]3[S:35][C:27](=[O:26])[CH2:28][C:29]=3[CH2:30]2)[C:7]2[CH:12]=[CH:11][CH:10]=[CH:9][C:8]=2[F:13])=[O:5])[CH2:3][CH2:2]1. The yield is 0.723. (6) The reactants are Cl[C:2]1[CH:7]=[C:6]([C:8]2[CH:13]=[C:12]([N:14]3[CH2:19][CH2:18][CH2:17][CH2:16][CH2:15]3)[CH:11]=[CH:10][C:9]=2[N+:20]([O-:22])=[O:21])[N:5]=[CH:4][N:3]=1.[F:23][C:24]([F:35])([F:34])[C:25]1[CH:26]=[C:27]([CH:31]([NH2:33])[CH3:32])[CH:28]=[CH:29][CH:30]=1.C([O-])([O-])=O.[Cs+].[Cs+]. The catalyst is C1(C)C=CC=CC=1.C1C=CC(P(C2C(C3C(P(C4C=CC=CC=4)C4C=CC=CC=4)=CC=C4C=3C=CC=C4)=C3C(C=CC=C3)=CC=2)C2C=CC=CC=2)=CC=1. The product is [N+:20]([C:9]1[CH:10]=[CH:11][C:12]([N:14]2[CH2:19][CH2:18][CH2:17][CH2:16][CH2:15]2)=[CH:13][C:8]=1[C:6]1[N:5]=[CH:4][N:3]=[C:2]([NH:33][CH:31]([C:27]2[CH:28]=[CH:29][CH:30]=[C:25]([C:24]([F:23])([F:34])[F:35])[CH:26]=2)[CH3:32])[CH:7]=1)([O-:22])=[O:21]. The yield is 0.540. (7) The reactants are [NH2:1][CH:2]([CH:6]1[CH2:11][CH2:10][N:9]([C:12]([O:14][C:15]([CH3:18])([CH3:17])[CH3:16])=[O:13])[CH2:8][CH2:7]1)[C:3]([OH:5])=[O:4].[OH-].[Na+].[C:21](O[C:21]([O:23][C:24]([CH3:27])([CH3:26])[CH3:25])=[O:22])([O:23][C:24]([CH3:27])([CH3:26])[CH3:25])=[O:22].Cl. The catalyst is C1COCC1. The product is [C:15]([O:14][C:12]([N:9]1[CH2:8][CH2:7][CH:6]([CH:2]([NH:1][C:21]([O:23][C:24]([CH3:27])([CH3:26])[CH3:25])=[O:22])[C:3]([OH:5])=[O:4])[CH2:11][CH2:10]1)=[O:13])([CH3:18])([CH3:17])[CH3:16]. The yield is 0.740. (8) The reactants are [O:1]([C:9]1[CH:10]=[CH:11][C:12]2[CH2:13][C@H:14]3[N:26]([CH2:27][CH2:28][C:29]#[N:30])[CH2:25][CH2:24][C@:20]45[C:21]=2[C:22]=1[O:23][CH:19]4[CH:18]([O:31][Si:32]([C:35]([CH3:38])([CH3:37])[CH3:36])([CH3:34])[CH3:33])[CH:17]=[CH:16][C@@H:15]35)[Si:2]([C:5]([CH3:8])([CH3:7])[CH3:6])([CH3:4])[CH3:3].[H-].[Al+3].[Li+].[H-].[H-].[H-].[OH-].[Na+]. The catalyst is C(OCC)C. The product is [O:1]([C:9]1[CH:10]=[CH:11][C:12]2[CH2:13][C@H:14]3[N:26]([CH2:27][CH2:28][CH2:29][NH2:30])[CH2:25][CH2:24][C@:20]45[C:21]=2[C:22]=1[O:23][CH:19]4[CH:18]([O:31][Si:32]([C:35]([CH3:38])([CH3:37])[CH3:36])([CH3:33])[CH3:34])[CH:17]=[CH:16][C@@H:15]35)[Si:2]([C:5]([CH3:8])([CH3:7])[CH3:6])([CH3:4])[CH3:3]. The yield is 0.990.